Dataset: Forward reaction prediction with 1.9M reactions from USPTO patents (1976-2016). Task: Predict the product of the given reaction. (1) Given the reactants [CH3:1][O:2][C:3]([C:5]1[N:6]=[N:7][C:8]([Cl:12])=[CH:9][C:10]=1Cl)=[O:4].[NH2:13][C:14]1[CH:19]=[CH:18][C:17]([CH3:20])=[CH:16][CH:15]=1.C(N(CC)C(C)C)(C)C.C(OCC)(=O)C, predict the reaction product. The product is: [CH3:1][O:2][C:3]([C:5]1[N:6]=[N:7][C:8]([Cl:12])=[CH:9][C:10]=1[NH:13][C:14]1[CH:19]=[CH:18][C:17]([CH3:20])=[CH:16][CH:15]=1)=[O:4]. (2) Given the reactants C[Si](C)(C)[N-][Si](C)(C)C.[Li+].[C:11]([C:14]1[CH:18]=[CH:17][N:16]([CH3:19])[CH:15]=1)(=[O:13])[CH3:12].[CH3:20][O:21][C:22](C#N)=[O:23], predict the reaction product. The product is: [CH3:19][N:16]1[CH:17]=[CH:18][C:14]([C:11](=[O:13])[CH2:12][C:22]([O:21][CH3:20])=[O:23])=[CH:15]1.